This data is from Forward reaction prediction with 1.9M reactions from USPTO patents (1976-2016). The task is: Predict the product of the given reaction. Given the reactants [F:1][C:2]1([F:17])[CH2:4][CH:3]1[CH2:5][O:6][C:7]1[CH:16]=[CH:15][C:10]([C:11]([O:13]C)=[O:12])=[CH:9][CH:8]=1.[OH-].[Li+], predict the reaction product. The product is: [F:1][C:2]1([F:17])[CH2:4][CH:3]1[CH2:5][O:6][C:7]1[CH:16]=[CH:15][C:10]([C:11]([OH:13])=[O:12])=[CH:9][CH:8]=1.